From a dataset of Peptide-MHC class I binding affinity with 185,985 pairs from IEDB/IMGT. Regression. Given a peptide amino acid sequence and an MHC pseudo amino acid sequence, predict their binding affinity value. This is MHC class I binding data. The peptide sequence is EYSKDSRNK. The MHC is HLA-A24:02 with pseudo-sequence HLA-A24:02. The binding affinity (normalized) is 0.